From a dataset of Catalyst prediction with 721,799 reactions and 888 catalyst types from USPTO. Predict which catalyst facilitates the given reaction. Reactant: [N:1]1([C:7]2[CH:13]=[CH:12][C:10]([NH2:11])=[CH:9][CH:8]=2)[CH2:6][CH2:5][O:4][CH2:3][CH2:2]1.Cl.[Br:15][C:16]1[C:17]([NH:23][C:24]2[CH:33]=[CH:32][CH:31]=[CH:30][C:25]=2[C:26]([NH:28][CH3:29])=[O:27])=[CH:18][C:19](Cl)=[N:20][CH:21]=1.Cl. Product: [Br:15][C:16]1[C:17]([NH:23][C:24]2[CH:33]=[CH:32][CH:31]=[CH:30][C:25]=2[C:26]([NH:28][CH3:29])=[O:27])=[CH:18][C:19]([NH:11][C:10]2[CH:12]=[CH:13][C:7]([N:1]3[CH2:2][CH2:3][O:4][CH2:5][CH2:6]3)=[CH:8][CH:9]=2)=[N:20][CH:21]=1. The catalyst class is: 32.